The task is: Predict the reaction yield, written as a fraction of the theoretical maximum amount of product (1.0 means a 100% yield; for example, 0.34 means a 34% yield).. This data is from Reaction yield outcomes from USPTO patents with 853,638 reactions. (1) The reactants are [CH3:1][O:2][C:3](=[O:12])[CH2:4][C:5]1[CH:6]=[N:7][CH:8]=[C:9](Br)[CH:10]=1.C1(P(C2CCCCC2)C2C=CC=CC=2C2C(OC)=CC=CC=2OC)CCCCC1.P([O-])([O-])([O-])=O.[K+].[K+].[K+].[CH2:50]([C:52]([C:71]1[CH:76]=[CH:75][C:74]([C:77]#[C:78][C:79]2([O:85][Si:86]([CH3:89])([CH3:88])[CH3:87])[CH2:84][CH2:83][O:82][CH2:81][CH2:80]2)=[C:73]([CH3:90])[CH:72]=1)([C:55]1[CH:60]=[CH:59][C:58](B2OC(C)(C)C(C)(C)O2)=[C:57]([CH3:70])[CH:56]=1)[CH2:53][CH3:54])[CH3:51].C(=O)(O)[O-].[Na+]. The catalyst is C1(C)C=CC=CC=1.C([O-])(=O)C.[Pd+2].C([O-])(=O)C.O. The product is [CH3:1][O:2][C:3](=[O:12])[CH2:4][C:5]1[CH:6]=[N:7][CH:8]=[C:9]([C:58]2[CH:59]=[CH:60][C:55]([C:52]([CH2:53][CH3:54])([C:71]3[CH:76]=[CH:75][C:74]([C:77]#[C:78][C:79]4([O:85][Si:86]([CH3:87])([CH3:89])[CH3:88])[CH2:84][CH2:83][O:82][CH2:81][CH2:80]4)=[C:73]([CH3:90])[CH:72]=3)[CH2:50][CH3:51])=[CH:56][C:57]=2[CH3:70])[CH:10]=1. The yield is 0.910. (2) The reactants are [H-].[Na+].[C:3]([O:9][CH2:10][CH3:11])(=[O:8])[CH2:4][C:5]([O-:7])=[O:6].[Br:12][C:13]1[CH:14]=[C:15]([N+:20]([O-:22])=[O:21])[C:16](Cl)=[N:17][CH:18]=1.[CH3:23][C:24](O)=O. The catalyst is CN(C=O)C. The product is [Br:12][C:13]1[CH:14]=[C:15]([N+:20]([O-:22])=[O:21])[C:16]([CH:4]([C:5]([O:7][CH2:23][CH3:24])=[O:6])[C:3]([O:9][CH2:10][CH3:11])=[O:8])=[N:17][CH:18]=1. The yield is 0.990. (3) The reactants are C(Br)C1C=CC=CC=1.[F:9][C:10]([F:20])([F:19])[C:11]1[CH:18]=[CH:17][C:14]([CH2:15]Br)=[CH:13][CH:12]=1.[C:21]([C:24]1[S:28][C:27]([N:29]2[CH2:33][CH2:32][NH:31][C:30]2=[O:34])=[N:26][C:25]=1[CH3:35])(=[O:23])[CH3:22]. No catalyst specified. The product is [C:21]([C:24]1[S:28][C:27]([N:29]2[CH2:33][CH2:32][N:31]([CH2:15][C:14]3[CH:17]=[CH:18][C:11]([C:10]([F:20])([F:19])[F:9])=[CH:12][CH:13]=3)[C:30]2=[O:34])=[N:26][C:25]=1[CH3:35])(=[O:23])[CH3:22]. The yield is 0.740. (4) The reactants are FC(F)(F)C(O)=O.[CH2:8]([N:11]1[CH:16]2[CH2:17][CH2:18][CH:12]1[CH2:13][CH:14]([N:19]([C:24]1[CH:25]=[C:26]3[C:30](=[CH:31][CH:32]=1)[N:29](C1CCCCO1)[N:28]=[CH:27]3)[S:20]([CH3:23])(=[O:22])=[O:21])[CH2:15]2)[CH2:9][CH3:10].C(=O)([O-])O.[Na+]. The catalyst is ClCCl. The product is [NH:29]1[C:30]2[C:26](=[CH:25][C:24]([N:19]([CH:14]3[CH2:15][CH:16]4[N:11]([CH2:8][CH2:9][CH3:10])[CH:12]([CH2:18][CH2:17]4)[CH2:13]3)[S:20]([CH3:23])(=[O:22])=[O:21])=[CH:32][CH:31]=2)[CH:27]=[N:28]1. The yield is 0.400.